From a dataset of Reaction yield outcomes from USPTO patents with 853,638 reactions. Predict the reaction yield, written as a fraction of the theoretical maximum amount of product (1.0 means a 100% yield; for example, 0.34 means a 34% yield). (1) The reactants are [C:1]([C:5]1[N:9]=[CH:8][NH:7][C:6]=1[CH2:10][OH:11])([CH3:4])([CH3:3])[CH3:2]. The catalyst is CC(C)=O.[O-2].[O-2].[Mn+4]. The product is [C:1]([C:5]1[N:9]=[CH:8][NH:7][C:6]=1[CH:10]=[O:11])([CH3:4])([CH3:2])[CH3:3]. The yield is 0.510. (2) The reactants are CO[C:3]1C=C[C:6]([NH2:9])=[CH:5][CH:4]=1.[C:10]([O:14][C:15]([N:17]1[CH2:22][CH2:21][C:20](=O)[CH2:19][CH2:18]1)=[O:16])([CH3:13])([CH3:12])[CH3:11].C(O[BH-](O[C:34](=[O:36])[CH3:35])OC(=O)C)(=O)C.[Na+].[CH3:38]O. No catalyst specified. The product is [C:10]([O:14][C:15]([N:17]1[CH2:22][CH2:21][CH:20]([NH:9][C:6]2[CH:5]=[CH:4][CH:3]=[CH:35][C:34]=2[O:36][CH3:38])[CH2:19][CH2:18]1)=[O:16])([CH3:13])([CH3:12])[CH3:11]. The yield is 0.350. (3) The reactants are [CH2:1]([O:3][CH:4]([O:7][CH2:8][CH3:9])[CH2:5][NH2:6])[CH3:2].[N:10]1[C:19]2[C:14](=[CH:15][CH:16]=[CH:17][C:18]=2[CH:20]=O)[CH:13]=[CH:12][CH:11]=1. No catalyst specified. The product is [CH2:1]([O:3][CH:4]([O:7][CH2:8][CH3:9])[CH2:5][NH:6][CH2:20][C:18]1[CH:17]=[CH:16][CH:15]=[C:14]2[C:19]=1[N:10]=[CH:11][CH:12]=[CH:13]2)[CH3:2]. The yield is 0.730. (4) The reactants are [CH3:1][O:2][C:3]1[CH:4]=[C:5]([NH2:13])[CH:6]=[C:7]([C:9]([F:12])([F:11])[F:10])[CH:8]=1.[N:14]([O-])=O.[Na+].[Sn](Cl)Cl.[OH-].[Na+]. The catalyst is Cl.O. The product is [CH3:1][O:2][C:3]1[CH:4]=[C:5]([NH:13][NH2:14])[CH:6]=[C:7]([C:9]([F:11])([F:10])[F:12])[CH:8]=1. The yield is 0.930. (5) The reactants are [CH3:1][C:2]([CH3:14])=[CH:3][C:4]([NH:6][C:7]([N:9]1[CH2:13][CH2:12][CH2:11][CH2:10]1)=[S:8])=[O:5].[C:15](=O)([O-])[O-].[Na+].[Na+].IC. The catalyst is O1CCCC1. The product is [CH3:15][S:8]/[C:7](=[N:6]\[C:4](=[O:5])[CH:3]=[C:2]([CH3:14])[CH3:1])/[N:9]1[CH2:10][CH2:11][CH2:12][CH2:13]1. The yield is 0.485.